Dataset: Reaction yield outcomes from USPTO patents with 853,638 reactions. Task: Predict the reaction yield, written as a fraction of the theoretical maximum amount of product (1.0 means a 100% yield; for example, 0.34 means a 34% yield). (1) The reactants are [OH-:1].[K+].[CH3:3][C:4]1[N:8]([CH2:9][C:10]2[C:19]3[C:14](=[CH:15][CH:16]=[CH:17][CH:18]=3)[CH:13]=[CH:12][CH:11]=2)[C:7]2[CH:20]=[C:21]([N:26]3[CH2:31][CH2:30][O:29][CH2:28][CH2:27]3)[CH:22]=[C:23]([C:24]#[N:25])[C:6]=2[N:5]=1.OO. The catalyst is O.C1COCC1. The product is [CH3:3][C:4]1[N:8]([CH2:9][C:10]2[C:19]3[C:14](=[CH:15][CH:16]=[CH:17][CH:18]=3)[CH:13]=[CH:12][CH:11]=2)[C:7]2[CH:20]=[C:21]([N:26]3[CH2:31][CH2:30][O:29][CH2:28][CH2:27]3)[CH:22]=[C:23]([C:24]([NH2:25])=[O:1])[C:6]=2[N:5]=1. The yield is 0.720. (2) The reactants are [C:1]([O:9][CH2:10][CH3:11])(=[O:8])[CH2:2][C:3]([O:5][CH2:6][CH3:7])=[O:4].[H-].[Na+].Br[CH2:15][C:16]([O:18][C:19]([CH3:22])([CH3:21])[CH3:20])=[O:17].C(OCC)(=O)C. The catalyst is C1COCC1. The product is [CH2:10]([O:9][C:1](=[O:8])[CH:2]([C:3]([O:5][CH2:6][CH3:7])=[O:4])[CH2:15][C:16]([O:18][C:19]([CH3:22])([CH3:21])[CH3:20])=[O:17])[CH3:11]. The yield is 0.928.